Predict the product of the given reaction. From a dataset of Forward reaction prediction with 1.9M reactions from USPTO patents (1976-2016). (1) Given the reactants [CH3:1][O:2][C:3]1[CH:8]=[CH:7][C:6]([C:9](=O)[CH2:10][CH3:11])=[CH:5][CH:4]=1.Cl.[NH2:14][OH:15].C(N(CC)CC)C, predict the reaction product. The product is: [OH:15][N:14]=[C:9]([C:6]1[CH:7]=[CH:8][C:3]([O:2][CH3:1])=[CH:4][CH:5]=1)[CH2:10][CH3:11]. (2) Given the reactants C(=O)([O-])[O-].[Na+].[Na+].[F:7][C:8]1[CH:13]=[CH:12][C:11](B(O)O)=[C:10]([C:17]([F:20])([F:19])[F:18])[CH:9]=1.[Cl:21][C:22]1[CH:23]=[C:24]([CH:35]=[CH:36][N:37]=1)[C:25]([NH:27][C:28]1[CH:29]=[N:30][CH:31]=[CH:32][C:33]=1I)=[O:26], predict the reaction product. The product is: [Cl:21][C:22]1[CH:23]=[C:24]([CH:35]=[CH:36][N:37]=1)[C:25]([NH:27][C:28]1[CH:29]=[N:30][CH:31]=[CH:32][C:33]=1[C:11]1[CH:12]=[CH:13][C:8]([F:7])=[CH:9][C:10]=1[C:17]([F:20])([F:19])[F:18])=[O:26]. (3) Given the reactants [Cl:1][C:2]1[CH:3]=[C:4]([CH:23]=[CH:24][C:25]=1[O:26][CH2:27][C:28]1[CH:33]=[CH:32][CH:31]=[C:30]([F:34])[CH:29]=1)[NH:5][C:6]1[C:15]2[C:10](=[CH:11][CH:12]=[CH:13][C:14]=2[O:16][CH:17]2[CH2:22][CH2:21][NH:20][CH2:19][CH2:18]2)[N:9]=[CH:8][N:7]=1.Br[CH2:36][C:37]([O:39][CH3:40])=[O:38], predict the reaction product. The product is: [Cl:1][C:2]1[CH:3]=[C:4]([CH:23]=[CH:24][C:25]=1[O:26][CH2:27][C:28]1[CH:33]=[CH:32][CH:31]=[C:30]([F:34])[CH:29]=1)[NH:5][C:6]1[C:15]2[C:10](=[CH:11][CH:12]=[CH:13][C:14]=2[O:16][CH:17]2[CH2:22][CH2:21][N:20]([CH2:36][C:37]([O:39][CH3:40])=[O:38])[CH2:19][CH2:18]2)[N:9]=[CH:8][N:7]=1. (4) Given the reactants [CH:1]1([C:5]2[C:13](I)=[CH:12][C:8]([C:9]([OH:11])=[O:10])=[C:7]([CH3:15])[CH:6]=2)[CH2:4][CH2:3][CH2:2]1.[Li]CCCC.[C:21](=O)([O:24]C)[O:22][CH3:23], predict the reaction product. The product is: [CH:1]1([C:5]2[C:13]([C:21]([O:22][CH3:23])=[O:24])=[CH:12][C:8]([C:9]([OH:11])=[O:10])=[C:7]([CH3:15])[CH:6]=2)[CH2:4][CH2:3][CH2:2]1. (5) Given the reactants [C@@H:1]12[CH2:6][C@@H:5]1[CH2:4][NH:3][C@@H:2]2[CH2:7][NH:8][C:9]([C:11]1[CH:12]=[CH:13][CH:14]=[C:15]2[O:19][CH:18]=[CH:17][C:16]=12)=[O:10].[Cl:20][C:21]1[CH:22]=[C:23]([C:27]2[S:31][C:30]([CH3:32])=[N:29][C:28]=2[C:33](O)=[O:34])[CH:24]=[CH:25][CH:26]=1, predict the reaction product. The product is: [Cl:20][C:21]1[CH:22]=[C:23]([C:27]2[S:31][C:30]([CH3:32])=[N:29][C:28]=2[C:33]([N:3]2[CH2:4][C@@H:5]3[C@@H:1]([CH2:6]3)[C@H:2]2[CH2:7][NH:8][C:9]([C:11]2[CH:12]=[CH:13][CH:14]=[C:15]3[O:19][CH:18]=[CH:17][C:16]=23)=[O:10])=[O:34])[CH:24]=[CH:25][CH:26]=1. (6) Given the reactants CN1C=C([C:7]2[CH:8]=[CH:9][C:10]3[N:11]([C:13]([S:16][C:17]4[CH:18]=[CH:19][C:20]5[N:21]([CH:23]=[C:24]([NH:26][C:27]([CH:29]6[CH2:31][CH2:30]6)=[O:28])[N:25]=5)[N:22]=4)=[N:14][N:15]=3)[CH:12]=2)C=N1.[C:32]([C:34]1[CH:35]=[C:36](B(O)O)[CH:37]=[N:38][C:39]=1[O:40][CH2:41][O:42][CH2:43][CH2:44][Si:45]([CH3:48])([CH3:47])[CH3:46])#[N:33], predict the reaction product. The product is: [C:32]([C:34]1[CH:35]=[C:36]([C:7]2[CH:8]=[CH:9][C:10]3[N:11]([C:13]([S:16][C:17]4[CH:18]=[CH:19][C:20]5[N:21]([CH:23]=[C:24]([NH:26][C:27]([CH:29]6[CH2:30][CH2:31]6)=[O:28])[N:25]=5)[N:22]=4)=[N:14][N:15]=3)[CH:12]=2)[CH:37]=[N:38][C:39]=1[O:40][CH2:41][O:42][CH2:43][CH2:44][Si:45]([CH3:48])([CH3:47])[CH3:46])#[N:33]. (7) Given the reactants [Br:1][C:2]1[CH:6]=[N:5][NH:4][C:3]=1[C:7]#[N:8].C(=O)([O-])[O-].[K+].[K+].CS(O[CH:20]1[CH2:25][CH2:24][N:23]([C:26]([O:28][C:29]([CH3:32])([CH3:31])[CH3:30])=[O:27])[CH2:22][CH2:21]1)(=O)=O, predict the reaction product. The product is: [Br:1][C:2]1[C:3]([C:7]#[N:8])=[N:4][N:5]([CH:20]2[CH2:25][CH2:24][N:23]([C:26]([O:28][C:29]([CH3:32])([CH3:31])[CH3:30])=[O:27])[CH2:22][CH2:21]2)[CH:6]=1. (8) The product is: [CH2:1]([O:3][C:4]([C:6]1[C:7]([CH3:11])=[N:8][N:9]([C:17]2[CH:16]=[C:15]3[C:20](=[CH:19][CH:18]=2)[NH:12][CH:13]=[CH:14]3)[CH:10]=1)=[O:5])[CH3:2]. Given the reactants [CH2:1]([O:3][C:4]([C:6]1[C:7]([CH3:11])=[N:8][NH:9][CH:10]=1)=[O:5])[CH3:2].[NH:12]1[C:20]2[C:15](=[CH:16][C:17](B(O)O)=[CH:18][CH:19]=2)[CH:14]=[CH:13]1.C([O-])(=O)C.N1C=CC=CC=1, predict the reaction product. (9) The product is: [NH2:27][C:24]1[CH:23]=[CH:22][C:21]([CH2:20][C@@H:19]([C:34]([OH:36])=[O:35])[NH:18][C:16]([O:15][CH2:14][CH:12]2[C:11]3[CH:10]=[CH:9][CH:8]=[CH:7][C:6]=3[C:5]3[C:13]2=[CH:1][CH:2]=[CH:3][CH:4]=3)=[O:17])=[CH:26][CH:25]=1. Given the reactants [CH:1]1[C:13]2[CH:12]([CH2:14][O:15][C:16]([NH:18][C@H:19]([C:34]([OH:36])=[O:35])[CH2:20][C:21]3[CH:26]=[CH:25][C:24]([NH:27]C(OCC=C)=O)=[CH:23][CH:22]=3)=[O:17])[C:11]3[C:6](=[CH:7][CH:8]=[CH:9][CH:10]=3)[C:5]=2[CH:4]=[CH:3][CH:2]=1.C(O)(=O)C.C([SnH](CCCC)CCCC)CCC, predict the reaction product. (10) Given the reactants [CH3:1][O:2][C:3]1[CH:4]=[C:5]([CH:27]=[C:28]([O:30][CH3:31])[CH:29]=1)[O:6][C@@H:7]([C@:11]1([C:21]2[CH:26]=[CH:25][CH:24]=[CH:23][CH:22]=2)[C:20]2[C:15](=[CH:16][CH:17]=[CH:18][CH:19]=2)[CH2:14][CH2:13][NH:12]1)[C:8]([OH:10])=[O:9].[CH3:32][O:33][C:34]1[CH:39]=[CH:38][C:37]([CH2:40][C:41](Cl)=[O:42])=[CH:36][CH:35]=1, predict the reaction product. The product is: [CH3:1][O:2][C:3]1[CH:4]=[C:5]([CH:27]=[C:28]([O:30][CH3:31])[CH:29]=1)[O:6][C@@H:7]([C@:11]1([C:21]2[CH:22]=[CH:23][CH:24]=[CH:25][CH:26]=2)[C:20]2[C:15](=[CH:16][CH:17]=[CH:18][CH:19]=2)[CH2:14][CH2:13][N:12]1[C:41](=[O:42])[CH2:40][C:37]1[CH:38]=[CH:39][C:34]([O:33][CH3:32])=[CH:35][CH:36]=1)[C:8]([OH:10])=[O:9].